Task: Regression. Given a peptide amino acid sequence and an MHC pseudo amino acid sequence, predict their binding affinity value. This is MHC class I binding data.. Dataset: Peptide-MHC class I binding affinity with 185,985 pairs from IEDB/IMGT (1) The peptide sequence is TFALKKLII. The MHC is HLA-A24:02 with pseudo-sequence HLA-A24:02. The binding affinity (normalized) is 0.466. (2) The peptide sequence is FTFDLTALK. The MHC is HLA-B27:03 with pseudo-sequence HLA-B27:03. The binding affinity (normalized) is 0.0847. (3) The peptide sequence is GLQKCVRMY. The binding affinity (normalized) is 0.206. The MHC is Mamu-B17 with pseudo-sequence Mamu-B17. (4) The peptide sequence is ITLEDSSGNLL. The MHC is HLA-A68:02 with pseudo-sequence HLA-A68:02. The binding affinity (normalized) is 0.186. (5) The binding affinity (normalized) is 0.192. The MHC is HLA-B57:01 with pseudo-sequence HLA-B57:01. The peptide sequence is LASAIQKAHQ. (6) The peptide sequence is STHEANTMAMM. The MHC is HLA-A01:01 with pseudo-sequence HLA-A01:01. The binding affinity (normalized) is 0. (7) The peptide sequence is ELGPHYTPKIV. The MHC is Mamu-A02 with pseudo-sequence Mamu-A02. The binding affinity (normalized) is 0. (8) The MHC is HLA-B27:03 with pseudo-sequence HLA-B27:03. The peptide sequence is TTEANAGQF. The binding affinity (normalized) is 0.0847.